This data is from Catalyst prediction with 721,799 reactions and 888 catalyst types from USPTO. The task is: Predict which catalyst facilitates the given reaction. (1) The catalyst class is: 6. Reactant: [F:1][C:2]1[CH:3]=[N:4][NH:5][CH:6]=1.Cl[CH:8]([CH3:11])[C:9]#[N:10].C(=O)([O-])[O-].[Cs+].[Cs+].C(#N)C. Product: [F:1][C:2]1[CH:3]=[N:4][N:5]([CH:8]([CH3:11])[C:9]#[N:10])[CH:6]=1. (2) Reactant: [S:1]([O-:5])([O-:4])(=[O:3])=[O:2].[NH4+:6].[NH4+].[N+:8]([O-:11])([O-:10])=[O:9].[NH4+]. Product: [N+:8]([O-:11])([O-:10])=[O:9].[S:1]([O-:5])([O-:4])(=[O:3])=[O:2].[NH4+:6].[NH4+:8].[NH4+:8]. The catalyst class is: 6. (3) Reactant: F[C:2]1[CH:3]=[N:4][CH:5]=[CH:6][C:7]=1[C:8]1[O:9][C:10]2[CH:16]=[CH:15][C:14]([C:17]([F:20])([F:19])[F:18])=[CH:13][C:11]=2[CH:12]=1.[Na].[CH2:22]([SH:24])[CH3:23].CN(C=O)C. Product: [CH2:22]([S:24][C:2]1[CH:3]=[N:4][CH:5]=[CH:6][C:7]=1[C:8]1[O:9][C:10]2[CH:16]=[CH:15][C:14]([C:17]([F:20])([F:19])[F:18])=[CH:13][C:11]=2[CH:12]=1)[CH3:23]. The catalyst class is: 6. (4) Reactant: C([N:3]([CH2:6]C)CC)C.C1(P(N=[N+]=[N-])(C2C=CC=CC=2)=[O:15])C=CC=CC=1.[C:25]([O:29][C:30]([N:32]1[CH2:37][CH2:36][C:35]([CH2:39]C(O)=O)([OH:38])[CH2:34][CH2:33]1)=[O:31])([CH3:28])([CH3:27])[CH3:26]. Product: [C:25]([O:29][C:30]([N:32]1[CH2:33][CH2:34][C:35]2([O:38][C:6](=[O:15])[NH:3][CH2:39]2)[CH2:36][CH2:37]1)=[O:31])([CH3:26])([CH3:27])[CH3:28]. The catalyst class is: 260. (5) Reactant: [F:1][C:2]1[CH:12]=[C:11](F)[C:10]([N+:14]([O-:16])=[O:15])=[CH:9][C:3]=1[C:4]([O:6][CH2:7][CH3:8])=[O:5].[NH3:17]. Product: [F:1][C:2]1[CH:12]=[C:11]([NH2:17])[C:10]([N+:14]([O-:16])=[O:15])=[CH:9][C:3]=1[C:4]([O:6][CH2:7][CH3:8])=[O:5]. The catalyst class is: 1. (6) Reactant: [N+:1]([C:4]1[CH:12]=[C:11]2[C:7]([CH:8]=[N:9][NH:10]2)=[CH:6][CH:5]=1)([O-:3])=[O:2].[H-].[Na+].I[CH3:16].O. Product: [CH3:16][N:10]1[C:11]2[C:7](=[CH:6][CH:5]=[C:4]([N+:1]([O-:3])=[O:2])[CH:12]=2)[CH:8]=[N:9]1. The catalyst class is: 9. (7) The catalyst class is: 473. Product: [Br:21][C:4]1[C:3]([OH:9])=[C:2]([F:1])[C:7]([F:8])=[CH:6][CH:5]=1. Reactant: [F:1][C:2]1[C:7]([F:8])=[CH:6][CH:5]=[CH:4][C:3]=1[OH:9].C(N)(C)C.C1C(=O)N([Br:21])C(=O)C1.